From a dataset of NCI-60 drug combinations with 297,098 pairs across 59 cell lines. Regression. Given two drug SMILES strings and cell line genomic features, predict the synergy score measuring deviation from expected non-interaction effect. (1) Drug 1: C1CCC(CC1)NC(=O)N(CCCl)N=O. Drug 2: CC1=C(N=C(N=C1N)C(CC(=O)N)NCC(C(=O)N)N)C(=O)NC(C(C2=CN=CN2)OC3C(C(C(C(O3)CO)O)O)OC4C(C(C(C(O4)CO)O)OC(=O)N)O)C(=O)NC(C)C(C(C)C(=O)NC(C(C)O)C(=O)NCCC5=NC(=CS5)C6=NC(=CS6)C(=O)NCCC[S+](C)C)O. Cell line: NCI-H226. Synergy scores: CSS=28.7, Synergy_ZIP=-3.89, Synergy_Bliss=0.622, Synergy_Loewe=-24.1, Synergy_HSA=3.25. (2) Drug 1: CC(CN1CC(=O)NC(=O)C1)N2CC(=O)NC(=O)C2. Drug 2: C1=CC(=CC=C1CCCC(=O)O)N(CCCl)CCCl. Cell line: 786-0. Synergy scores: CSS=51.6, Synergy_ZIP=-2.16, Synergy_Bliss=-2.62, Synergy_Loewe=-8.56, Synergy_HSA=0.360. (3) Drug 1: CCCCCOC(=O)NC1=NC(=O)N(C=C1F)C2C(C(C(O2)C)O)O. Drug 2: CC1=C(C(=O)C2=C(C1=O)N3CC4C(C3(C2COC(=O)N)OC)N4)N. Cell line: A549. Synergy scores: CSS=21.3, Synergy_ZIP=3.02, Synergy_Bliss=2.22, Synergy_Loewe=-38.7, Synergy_HSA=-4.72. (4) Drug 1: C1CCC(CC1)NC(=O)N(CCCl)N=O. Drug 2: C1=CC=C(C=C1)NC(=O)CCCCCCC(=O)NO. Cell line: COLO 205. Synergy scores: CSS=18.7, Synergy_ZIP=-9.71, Synergy_Bliss=-3.46, Synergy_Loewe=-3.05, Synergy_HSA=-2.91. (5) Drug 1: CCC1=CC2CC(C3=C(CN(C2)C1)C4=CC=CC=C4N3)(C5=C(C=C6C(=C5)C78CCN9C7C(C=CC9)(C(C(C8N6C)(C(=O)OC)O)OC(=O)C)CC)OC)C(=O)OC.C(C(C(=O)O)O)(C(=O)O)O. Drug 2: C1=NC2=C(N=C(N=C2N1C3C(C(C(O3)CO)O)F)Cl)N. Cell line: NCI-H522. Synergy scores: CSS=51.8, Synergy_ZIP=-12.1, Synergy_Bliss=-9.20, Synergy_Loewe=-9.77, Synergy_HSA=-4.99.